Dataset: Full USPTO retrosynthesis dataset with 1.9M reactions from patents (1976-2016). Task: Predict the reactants needed to synthesize the given product. Given the product [OH:21][C:18]1([CH:1]([C:2]2[CH:7]=[CH:6][CH:5]=[CH:4][CH:3]=2)[C:8]#[N:9])[CH2:19][CH2:20][O:15][CH2:16][CH2:17]1, predict the reactants needed to synthesize it. The reactants are: [CH2:1]([C:8]#[N:9])[C:2]1[CH:7]=[CH:6][CH:5]=[CH:4][CH:3]=1.C([Li])CCC.[O:15]1[CH2:20][CH2:19][C:18](=[O:21])[CH2:17][CH2:16]1.